From a dataset of Catalyst prediction with 721,799 reactions and 888 catalyst types from USPTO. Predict which catalyst facilitates the given reaction. (1) Reactant: O=[C:2]([CH2:9][C:10]([O:12][CH2:13][CH3:14])=[O:11])[CH2:3][C:4]([O:6][CH2:7][CH3:8])=[O:5].S(Cl)(Cl)=O.[NH2:19][C:20]([NH2:22])=[S:21].C([O-])([O-])=O.[Na+].[Na+]. Product: [NH2:22][C:20]1[S:21][C:3]([C:4]([O:6][CH2:7][CH3:8])=[O:5])=[C:2]([CH2:9][C:10]([O:12][CH2:13][CH3:14])=[O:11])[N:19]=1. The catalyst class is: 14. (2) Reactant: Br[C:2]1[CH:3]=[C:4]2[C:9](=[CH:10][C:11]=1[O:12][CH3:13])[O:8][C:7]([CH3:15])([CH3:14])[CH:6]=[C:5]2[CH:16]([CH3:18])[CH3:17].C([Sn](CCCC)(CCCC)[C:24]([O:26]CC)=[CH2:25])CCC. Product: [CH:16]([C:5]1[C:4]2[C:9](=[CH:10][C:11]([O:12][CH3:13])=[C:2]([C:24](=[O:26])[CH3:25])[CH:3]=2)[O:8][C:7]([CH3:15])([CH3:14])[CH:6]=1)([CH3:18])[CH3:17]. The catalyst class is: 1. (3) Reactant: N#N.[N+:3]([C:6]1[CH:7]=[N:8][N:9]([CH2:11][C:12]2[O:16][N:15]=[C:14]([CH:17]([OH:19])[CH3:18])[CH:13]=2)[CH:10]=1)([O-:5])=[O:4]. Product: [N+:3]([C:6]1[CH:7]=[N:8][N:9]([CH2:11][C:12]2[O:16][N:15]=[C:14]([C:17](=[O:19])[CH3:18])[CH:13]=2)[CH:10]=1)([O-:5])=[O:4]. The catalyst class is: 177. (4) Product: [C:1]([C:4]1[CH:12]=[CH:11][C:7]([C:8]([NH:14][C:15]2[N:16]=[N:17][NH:18][N:19]=2)=[O:9])=[CH:6][CH:5]=1)(=[O:3])[CH3:2]. The catalyst class is: 3. Reactant: [C:1]([C:4]1[CH:12]=[CH:11][C:7]([C:8](O)=[O:9])=[CH:6][CH:5]=1)(=[O:3])[CH3:2].O.[NH2:14][C:15]1[NH:19][N:18]=[N:17][N:16]=1.Cl.C(N=C=NCCCN(C)C)C. (5) Reactant: [OH:1][C:2]1[CH:9]=[CH:8][C:5]([C:6]#[N:7])=[CH:4][CH:3]=1.Br[CH2:11][CH2:12][CH2:13][CH2:14][CH2:15][CH2:16][CH2:17][CH2:18][CH2:19][CH2:20][CH2:21][CH2:22][CH2:23][CH2:24][CH2:25][CH2:26][CH2:27][CH3:28].C(=O)([O-])[O-].[K+].[K+].CN1CCCC1=O. Product: [CH2:28]([O:1][C:2]1[CH:9]=[CH:8][C:5]([C:6]#[N:7])=[CH:4][CH:3]=1)[CH2:27][CH2:26][CH2:25][CH2:24][CH2:23][CH2:22][CH2:21][CH2:20][CH2:19][CH2:18][CH2:17][CH2:16][CH2:15][CH2:14][CH2:13][CH2:12][CH3:11]. The catalyst class is: 6.